This data is from Forward reaction prediction with 1.9M reactions from USPTO patents (1976-2016). The task is: Predict the product of the given reaction. (1) Given the reactants C(OC([N:8]1[CH2:13][CH2:12][CH:11]([O:14][C:15]2[CH:20]=[CH:19][CH:18]=[CH:17][C:16]=2[C:21]2[NH:25][C:24]3[CH:26]=[CH:27][CH:28]=[C:29]([C:30](O)=[O:31])[C:23]=3[N:22]=2)[CH2:10][CH2:9]1)=O)(C)(C)C.[S:33]1[CH:37]=[CH:36][N:35]=[C:34]1[NH2:38].C(O)(C(F)(F)F)=O, predict the reaction product. The product is: [NH:8]1[CH2:13][CH2:12][CH:11]([O:14][C:15]2[CH:20]=[CH:19][CH:18]=[CH:17][C:16]=2[C:21]2[NH:25][C:24]3[CH:26]=[CH:27][CH:28]=[C:29]([C:30]([NH:38][C:34]4[S:33][CH:37]=[CH:36][N:35]=4)=[O:31])[C:23]=3[N:22]=2)[CH2:10][CH2:9]1. (2) Given the reactants CON(C)[C:4](=[O:18])[CH:5]([NH:10][C:11](=[O:17])[O:12][C:13]([CH3:16])([CH3:15])[CH3:14])[C:6]([CH3:9])([CH3:8])[CH3:7].[Cl:20][C:21]1[CH:26]=[CH:25][C:24]([Mg]Br)=[CH:23][CH:22]=1, predict the reaction product. The product is: [Cl:20][C:21]1[CH:26]=[CH:25][C:24]([C:4](=[O:18])[CH:5]([NH:10][C:11](=[O:17])[O:12][C:13]([CH3:14])([CH3:15])[CH3:16])[C:6]([CH3:7])([CH3:8])[CH3:9])=[CH:23][CH:22]=1. (3) Given the reactants O=[C:2]1[CH2:7][CH2:6][CH:5]([NH:8][C:9](=[O:15])[O:10][C:11]([CH3:14])([CH3:13])[CH3:12])[CH2:4][CH2:3]1.[Br:16][C:17]1[CH:22]=[CH:21][C:20]([C@@H:23]2[CH2:25][C@H:24]2[NH2:26])=[CH:19][CH:18]=1.CC(O)=O.C(O[BH-](OC(=O)C)OC(=O)C)(=O)C.[Na+].C([O-])(O)=O.[Na+], predict the reaction product. The product is: [Br:16][C:17]1[CH:18]=[CH:19][C:20]([C@@H:23]2[CH2:25][C@H:24]2[NH:26][CH:2]2[CH2:7][CH2:6][CH:5]([NH:8][C:9](=[O:15])[O:10][C:11]([CH3:14])([CH3:13])[CH3:12])[CH2:4][CH2:3]2)=[CH:21][CH:22]=1. (4) Given the reactants [Br:1][C:2]1[CH:9]=[C:8](F)[CH:7]=[CH:6][C:3]=1[CH:4]=[O:5].[C:11]1([OH:17])[CH:16]=[CH:15][CH:14]=[CH:13][CH:12]=1.CN(C)C=O.C(=O)([O-])[O-].[K+].[K+], predict the reaction product. The product is: [Br:1][C:2]1[CH:9]=[C:8]([O:17][C:11]2[CH:16]=[CH:15][CH:14]=[CH:13][CH:12]=2)[CH:7]=[CH:6][C:3]=1[CH:4]=[O:5]. (5) Given the reactants [Br:1][C:2]1[CH:15]=[CH:14][C:13]2[N:12]([S:16]([C:19]3[CH:24]=[CH:23][C:22]([O:25]C)=[CH:21][CH:20]=3)(=[O:18])=[O:17])[CH:11]([C:27]3[CH:32]=[CH:31][CH:30]=[CH:29][CH:28]=3)[C:10]3[C:5](=[CH:6][CH:7]=[CH:8][CH:9]=3)[C:4]=2[CH:3]=1.C1CCCCC=1.B(Br)(Br)Br.ClCCl, predict the reaction product. The product is: [Br:1][C:2]1[CH:15]=[CH:14][C:13]2[N:12]([S:16]([C:19]3[CH:24]=[CH:23][C:22]([OH:25])=[CH:21][CH:20]=3)(=[O:18])=[O:17])[CH:11]([C:27]3[CH:28]=[CH:29][CH:30]=[CH:31][CH:32]=3)[C:10]3[C:5](=[CH:6][CH:7]=[CH:8][CH:9]=3)[C:4]=2[CH:3]=1. (6) Given the reactants [CH:1]1([N:6]2[CH2:11][CH2:10][N:9]([C:12]([C:14]3[CH:15]=[C:16]4[C:20](=[CH:21][CH:22]=3)[NH:19][C:18]([C:23]([OH:25])=O)=[CH:17]4)=[O:13])[CH2:8][CH2:7]2)[CH2:5][CH2:4][CH2:3][CH2:2]1.Cl.F[B-](F)(F)F.[N:32]1(OC(N(C)C)=[N+](C)C)[C:36]2C=[CH:38][CH:39]=[CH:40][C:35]=2N=N1.N1CCCCC1.C(N(CC)C(C)C)(C)C, predict the reaction product. The product is: [CH:1]1([N:6]2[CH2:11][CH2:10][N:9]([C:12]([C:14]3[CH:15]=[C:16]4[C:20](=[CH:21][CH:22]=3)[NH:19][C:18]([C:23]([N:32]3[CH2:38][CH2:39][CH2:40][CH2:35][CH2:36]3)=[O:25])=[CH:17]4)=[O:13])[CH2:8][CH2:7]2)[CH2:2][CH2:3][CH2:4][CH2:5]1. (7) Given the reactants [Cl:1][C:2]1[CH:7]=[C:6]([O:8][CH3:9])[CH:5]=[CH:4][C:3]=1[C:10](=O)[CH3:11].S([CH2:23][N+:24]#[C-])(C1C=CC(C)=CC=1)(=O)=O.CC([O-])(C)C.[K+], predict the reaction product. The product is: [Cl:1][C:2]1[CH:7]=[C:6]([O:8][CH3:9])[CH:5]=[CH:4][C:3]=1[CH:10]([CH3:11])[C:23]#[N:24].